From a dataset of Forward reaction prediction with 1.9M reactions from USPTO patents (1976-2016). Predict the product of the given reaction. (1) Given the reactants [C:1]([O:4][CH2:5][CH2:6][CH2:7][CH2:8][N:9]1[CH2:14][CH2:13][CH:12]([C:15](=[O:29])[C:16]2[CH:21]=[CH:20][C:19]([S:22][C:23]3[CH:28]=[CH:27][CH:26]=[CH:25][CH:24]=3)=[CH:18][CH:17]=2)[CH2:11][CH2:10]1)(=[O:3])[CH3:2].[F:30][C:31]([F:37])([F:36])[S:32]([OH:35])(=[O:34])=[O:33].[O-]S(C(F)(F)F)(=O)=O.[C:46]1([I+][C:46]2[CH:51]=[CH:50][CH:49]=[CH:48][CH:47]=2)[CH:51]=[CH:50][CH:49]=[CH:48][CH:47]=1.C(OCC)C, predict the reaction product. The product is: [F:30][C:31]([F:37])([F:36])[S:32]([O-:35])(=[O:34])=[O:33].[C:1]([O:4][CH2:5][CH2:6][CH2:7][CH2:8][N:9]1[CH2:10][CH2:11][CH:12]([C:15]([C:16]2[CH:21]=[CH:20][C:19]([S+:22]([C:46]3[CH:51]=[CH:50][CH:49]=[CH:48][CH:47]=3)[C:23]3[CH:24]=[CH:25][CH:26]=[CH:27][CH:28]=3)=[CH:18][CH:17]=2)=[O:29])[CH2:13][CH2:14]1)(=[O:3])[CH3:2]. (2) Given the reactants [Br:1][C:2]1[N:3]=[C:4]([C@H:12]2[CH2:32][N:16]3[C:17](=[O:31])[CH2:18][N:19]([C:21]([O:23][CH2:24][C:25]4[CH:30]=[CH:29][CH:28]=[CH:27][CH:26]=4)=[O:22])[CH2:20][C@H:15]3[CH2:14][CH2:13]2)[N:5]2[CH:10]=[CH:9][N:8]=[C:7](Cl)[C:6]=12.CC(O)C.[NH4+:37].[OH-], predict the reaction product. The product is: [NH2:37][C:7]1[C:6]2[N:5]([C:4]([C@H:12]3[CH2:32][N:16]4[C:17](=[O:31])[CH2:18][N:19]([C:21]([O:23][CH2:24][C:25]5[CH:30]=[CH:29][CH:28]=[CH:27][CH:26]=5)=[O:22])[CH2:20][C@H:15]4[CH2:14][CH2:13]3)=[N:3][C:2]=2[Br:1])[CH:10]=[CH:9][N:8]=1.